This data is from Reaction yield outcomes from USPTO patents with 853,638 reactions. The task is: Predict the reaction yield, written as a fraction of the theoretical maximum amount of product (1.0 means a 100% yield; for example, 0.34 means a 34% yield). The reactants are [CH3:1][O:2][C:3]1[CH:4]=[C:5]2[C:10](=[CH:11][C:12]=1[O:13][CH3:14])[N:9]=[CH:8][CH:7]=[C:6]2[O:15][C:16]1[CH:22]=[CH:21][C:19]([NH2:20])=[C:18]([CH3:23])[C:17]=1[CH3:24].C1(C)C=CC=CC=1.C(N(CC)CC)C.Cl[C:40](Cl)([O:42]C(=O)OC(Cl)(Cl)Cl)Cl.[F:51][C:52]1[CH:60]=[C:59]([F:61])[C:58]([F:62])=[CH:57][C:53]=1[CH:54]([OH:56])[CH3:55]. The catalyst is C(Cl)Cl. The product is [CH3:1][O:2][C:3]1[CH:4]=[C:5]2[C:10](=[CH:11][C:12]=1[O:13][CH3:14])[N:9]=[CH:8][CH:7]=[C:6]2[O:15][C:16]1[CH:22]=[CH:21][C:19]([NH:20][C:40](=[O:42])[O:56][CH:54]([C:53]2[CH:57]=[C:58]([F:62])[C:59]([F:61])=[CH:60][C:52]=2[F:51])[CH3:55])=[C:18]([CH3:23])[C:17]=1[CH3:24]. The yield is 0.460.